Dataset: NCI-60 drug combinations with 297,098 pairs across 59 cell lines. Task: Regression. Given two drug SMILES strings and cell line genomic features, predict the synergy score measuring deviation from expected non-interaction effect. (1) Cell line: UO-31. Drug 1: C1=NC2=C(N=C(N=C2N1C3C(C(C(O3)CO)O)O)F)N. Synergy scores: CSS=16.7, Synergy_ZIP=-5.64, Synergy_Bliss=-1.74, Synergy_Loewe=-43.9, Synergy_HSA=-1.74. Drug 2: CCC1=C2CN3C(=CC4=C(C3=O)COC(=O)C4(CC)O)C2=NC5=C1C=C(C=C5)O. (2) Drug 1: CN1CCC(CC1)COC2=C(C=C3C(=C2)N=CN=C3NC4=C(C=C(C=C4)Br)F)OC. Drug 2: C1=CN(C=N1)CC(O)(P(=O)(O)O)P(=O)(O)O. Cell line: NCI-H522. Synergy scores: CSS=17.8, Synergy_ZIP=0.474, Synergy_Bliss=2.61, Synergy_Loewe=3.30, Synergy_HSA=3.34. (3) Drug 1: C1C(C(OC1N2C=C(C(=O)NC2=O)F)CO)O. Cell line: SR. Synergy scores: CSS=73.2, Synergy_ZIP=-0.361, Synergy_Bliss=-0.328, Synergy_Loewe=-4.20, Synergy_HSA=2.30. Drug 2: C(CCl)NC(=O)N(CCCl)N=O. (4) Drug 1: C1=CN(C(=O)N=C1N)C2C(C(C(O2)CO)O)O.Cl. Drug 2: C(CC(=O)O)C(=O)CN.Cl. Cell line: HOP-62. Synergy scores: CSS=57.8, Synergy_ZIP=-1.54, Synergy_Bliss=-2.91, Synergy_Loewe=-27.0, Synergy_HSA=-0.191. (5) Synergy scores: CSS=18.9, Synergy_ZIP=0.631, Synergy_Bliss=-1.20, Synergy_Loewe=-41.3, Synergy_HSA=-3.77. Cell line: MDA-MB-231. Drug 1: CC12CCC3C(C1CCC2=O)CC(=C)C4=CC(=O)C=CC34C. Drug 2: CN(C)C1=NC(=NC(=N1)N(C)C)N(C)C. (6) Drug 1: CCC1=CC2CC(C3=C(CN(C2)C1)C4=CC=CC=C4N3)(C5=C(C=C6C(=C5)C78CCN9C7C(C=CC9)(C(C(C8N6C)(C(=O)OC)O)OC(=O)C)CC)OC)C(=O)OC.C(C(C(=O)O)O)(C(=O)O)O. Drug 2: C1=NC2=C(N1)C(=S)N=CN2. Cell line: CAKI-1. Synergy scores: CSS=22.2, Synergy_ZIP=-14.5, Synergy_Bliss=-18.9, Synergy_Loewe=-18.7, Synergy_HSA=-14.7. (7) Drug 1: CC1=C(C(CCC1)(C)C)C=CC(=CC=CC(=CC(=O)O)C)C. Drug 2: CCC(=C(C1=CC=CC=C1)C2=CC=C(C=C2)OCCN(C)C)C3=CC=CC=C3.C(C(=O)O)C(CC(=O)O)(C(=O)O)O. Cell line: LOX IMVI. Synergy scores: CSS=0.715, Synergy_ZIP=-2.56, Synergy_Bliss=-4.45, Synergy_Loewe=-2.06, Synergy_HSA=-2.55. (8) Drug 1: COC1=CC(=CC(=C1O)OC)C2C3C(COC3=O)C(C4=CC5=C(C=C24)OCO5)OC6C(C(C7C(O6)COC(O7)C8=CC=CS8)O)O. Drug 2: C1=CC=C(C=C1)NC(=O)CCCCCCC(=O)NO. Cell line: HS 578T. Synergy scores: CSS=36.9, Synergy_ZIP=3.79, Synergy_Bliss=3.42, Synergy_Loewe=1.82, Synergy_HSA=6.80.